From a dataset of Human liver microsome stability data. Regression/Classification. Given a drug SMILES string, predict its absorption, distribution, metabolism, or excretion properties. Task type varies by dataset: regression for continuous measurements (e.g., permeability, clearance, half-life) or binary classification for categorical outcomes (e.g., BBB penetration, CYP inhibition). Dataset: hlm. The compound is CN1CCC(N(C)C(=O)Cn2c(-c3ccoc3)c(C3CCCCC3)c3ccc(C(=O)O)cc32)CC1. The result is 0 (unstable in human liver microsomes).